This data is from Forward reaction prediction with 1.9M reactions from USPTO patents (1976-2016). The task is: Predict the product of the given reaction. (1) Given the reactants [CH3:1][C:2]([O:5][C:6]([N:8]1[C@@H:12]2[CH2:13][C:14]([CH2:16][C@H:9]1[CH2:10][CH2:11]2)=[O:15])=[O:7])([CH3:4])[CH3:3].[Li+].CC([N-]C(C)C)C.C1C=CC(N([S:32]([C:35]([F:38])([F:37])[F:36])(=[O:34])=[O:33])[S:32]([C:35]([F:38])([F:37])[F:36])(=[O:34])=[O:33])=CC=1, predict the reaction product. The product is: [F:36][C:35]([F:38])([F:37])[S:32]([O:15][C:14]1[CH2:16][CH:9]2[N:8]([C:6]([O:5][C:2]([CH3:1])([CH3:3])[CH3:4])=[O:7])[CH:12]([CH:13]=1)[CH2:11][CH2:10]2)(=[O:34])=[O:33]. (2) Given the reactants C(=O)([O-])[O-].[K+].[K+].[Cl:7][C:8]1[CH:13]=[CH:12][C:11]([CH2:14][CH2:15][O:16][C:17]2[CH:18]=[C:19]([OH:23])[CH:20]=[CH:21][CH:22]=2)=[CH:10][CH:9]=1.[CH2:24]([O:26][C:27]([C:29]1[C:30]2[S:38][CH:37]=[C:36]([CH2:39]Br)[C:31]=2[C:32]([Cl:35])=[N:33][CH:34]=1)=[O:28])[CH3:25], predict the reaction product. The product is: [CH2:24]([O:26][C:27]([C:29]1[C:30]2[S:38][CH:37]=[C:36]([CH2:39][O:23][C:19]3[CH:20]=[CH:21][CH:22]=[C:17]([O:16][CH2:15][CH2:14][C:11]4[CH:10]=[CH:9][C:8]([Cl:7])=[CH:13][CH:12]=4)[CH:18]=3)[C:31]=2[C:32]([Cl:35])=[N:33][CH:34]=1)=[O:28])[CH3:25].